Predict the reaction yield, written as a fraction of the theoretical maximum amount of product (1.0 means a 100% yield; for example, 0.34 means a 34% yield). From a dataset of Reaction yield outcomes from USPTO patents with 853,638 reactions. (1) The reactants are [Cl-].O[NH3+:3].[C:4](=[O:7])([O-])[OH:5].[Na+].CS(C)=O.[CH3:13][O:14][C:15]1[CH:47]=[CH:46][C:18]([O:19][C:20]2[C:25](=[O:26])[N:24]([CH2:27][C:28]3[CH:33]=[CH:32][C:31]([C:34]4[C:35]([C:40]#[N:41])=[CH:36][CH:37]=[CH:38][CH:39]=4)=[CH:30][CH:29]=3)[C:23]([CH2:42][CH2:43][CH3:44])=[N:22][C:21]=2[CH3:45])=[CH:17][CH:16]=1. The catalyst is C(OCC)(=O)C. The product is [CH3:13][O:14][C:15]1[CH:16]=[CH:17][C:18]([O:19][C:20]2[C:25](=[O:26])[N:24]([CH2:27][C:28]3[CH:33]=[CH:32][C:31]([C:34]4[CH:39]=[CH:38][CH:37]=[CH:36][C:35]=4[C:40]4[NH:3][C:4](=[O:7])[O:5][N:41]=4)=[CH:30][CH:29]=3)[C:23]([CH2:42][CH2:43][CH3:44])=[N:22][C:21]=2[CH3:45])=[CH:46][CH:47]=1. The yield is 0.560. (2) The reactants are [CH3:1][O:2][C:3]1[C:11]([CH3:12])=[C:10]2[C:6]([C:7](=[O:13])[O:8][CH2:9]2)=[C:5]([O:14][CH2:15][CH2:16][Si:17]([CH3:20])([CH3:19])[CH3:18])[C:4]=1[CH2:21][CH:22]=[C:23]([CH3:29])[CH2:24][CH2:25][C:26](O)=[O:27].ClC(OCC(C)C)=O.C(N(CC)CC)C.C(O)(=O)C(O)=O.[NH2:51][CH2:52][CH2:53][P:54](=[O:61])([O:58][CH2:59][CH3:60])[O:55][CH2:56][CH3:57]. The catalyst is C1COCC1. The product is [CH2:59]([O:58][P:54]([CH2:53][CH2:52][NH:51][C:26](=[O:27])[CH2:25][CH2:24][C:23]([CH3:29])=[CH:22][CH2:21][C:4]1[C:5]([O:14][CH2:15][CH2:16][Si:17]([CH3:19])([CH3:18])[CH3:20])=[C:6]2[C:10](=[C:11]([CH3:12])[C:3]=1[O:2][CH3:1])[CH2:9][O:8][C:7]2=[O:13])(=[O:61])[O:55][CH2:56][CH3:57])[CH3:60]. The yield is 0.540. (3) The reactants are [CH3:1][C@H:2]1[O:7][C@@H:6]([CH3:8])[CH2:5][N:4]([C:9]2[CH:26]=[CH:25][C:12]3[CH2:13][N:14](C(OC(C)(C)C)=O)[CH2:15][CH2:16][O:17][C:11]=3[CH:10]=2)[CH2:3]1.C(OCC)(=O)C.[ClH:33]. The catalyst is C(OCC)(=O)C. The yield is 0.812. The product is [ClH:33].[ClH:33].[CH3:1][C@H:2]1[O:7][C@@H:6]([CH3:8])[CH2:5][N:4]([C:9]2[CH:26]=[CH:25][C:12]3[CH2:13][NH:14][CH2:15][CH2:16][O:17][C:11]=3[CH:10]=2)[CH2:3]1. (4) The product is [CH2:1]([C@@H:8]1[CH2:12][O:11][C:10](=[O:13])[N:9]1[C:19](=[O:24])[CH2:20][CH2:21][CH:22]=[CH2:23])[C:2]1[CH:3]=[CH:4][CH:5]=[CH:6][CH:7]=1. The reactants are [CH2:1]([C@@H:8]1[CH2:12][O:11][C:10](=[O:13])[NH:9]1)[C:2]1[CH:7]=[CH:6][CH:5]=[CH:4][CH:3]=1.C([Li])CCC.[C:19](Cl)(=[O:24])[CH2:20][CH2:21][CH:22]=[CH2:23]. The catalyst is C1COCC1. The yield is 0.990. (5) The reactants are [C:1]1([CH:7]([OH:9])[CH3:8])[CH:6]=[CH:5][CH:4]=[CH:3][CH:2]=1.[CH3:10][C:11](C)([O-:13])C.[K+].C([O-])([O-])=O.[Na+].[Na+].C(OC(C)=C)(=O)C. The catalyst is C1(C)C=CC=CC=1. The product is [C:11]([O:9][C@@H:7]([C:1]1[CH:6]=[CH:5][CH:4]=[CH:3][CH:2]=1)[CH3:8])(=[O:13])[CH3:10]. The yield is 0.970. (6) The reactants are [Li+].CC([N-]C(C)C)C.[Cl:9][C:10]1[CH:11]=[C:12]([F:17])[C:13]([NH2:16])=[N:14][CH:15]=1.[Cl:18]C(Cl)(Cl)C(Cl)(Cl)Cl. The catalyst is C1COCC1. The product is [Cl:18][C:11]1[C:10]([Cl:9])=[CH:15][N:14]=[C:13]([NH2:16])[C:12]=1[F:17]. The yield is 0.820.